Predict which catalyst facilitates the given reaction. From a dataset of Catalyst prediction with 721,799 reactions and 888 catalyst types from USPTO. (1) Product: [C:1]([O:33][CH2:25]/[CH:26]=[CH:32]/[CH2:30][OH:31])([C:14]1[CH:19]=[CH:18][CH:17]=[CH:16][CH:15]=1)([C:8]1[CH:13]=[CH:12][CH:11]=[CH:10][CH:9]=1)[C:2]1[CH:7]=[CH:6][CH:5]=[CH:4][CH:3]=1. Reactant: [C:1](Cl)([C:14]1[CH:19]=[CH:18][CH:17]=[CH:16][CH:15]=1)([C:8]1[CH:13]=[CH:12][CH:11]=[CH:10][CH:9]=1)[C:2]1[CH:7]=[CH:6][CH:5]=[CH:4][CH:3]=1.CCCC[CH2:25][CH3:26].CCO[C:30]([CH3:32])=[O:31].[OH2:33]. The catalyst class is: 79. (2) Product: [F:10][C:11]1[CH:12]=[CH:13][C:14]([C:17]2[O:21][N:20]=[CH:19][C:18]=2[C:22]([N:30]2[CH:26]([CH3:25])[CH2:27][C:28]([C:32]3[CH:37]=[CH:36][CH:35]=[CH:34][CH:33]=3)([OH:31])[CH2:29]2)=[O:24])=[CH:15][CH:16]=1. The catalyst class is: 3. Reactant: C(N(C(C)C)C(C)C)C.[F:10][C:11]1[CH:16]=[CH:15][C:14]([C:17]2[O:21][N:20]=[CH:19][C:18]=2[C:22]([OH:24])=O)=[CH:13][CH:12]=1.[CH3:25][CH:26]1[NH:30][CH2:29][C:28]([C:32]2[CH:37]=[CH:36][CH:35]=[CH:34][CH:33]=2)([OH:31])[CH2:27]1.CN(C(ON1N=NC2C=CC=CC1=2)=[N+](C)C)C.[B-](F)(F)(F)F.